From a dataset of Forward reaction prediction with 1.9M reactions from USPTO patents (1976-2016). Predict the product of the given reaction. Given the reactants [OH:1][CH2:2][CH:3]1[CH2:6][N:5]([C:7]([O:9][C:10]([CH3:13])([CH3:12])[CH3:11])=[O:8])[CH2:4]1.CCN(C(C)C)C(C)C.[CH3:23][S:24](Cl)(=[O:26])=[O:25], predict the reaction product. The product is: [CH3:23][S:24]([O:1][CH2:2][CH:3]1[CH2:6][N:5]([C:7]([O:9][C:10]([CH3:13])([CH3:12])[CH3:11])=[O:8])[CH2:4]1)(=[O:26])=[O:25].